The task is: Predict the reaction yield, written as a fraction of the theoretical maximum amount of product (1.0 means a 100% yield; for example, 0.34 means a 34% yield).. This data is from Reaction yield outcomes from USPTO patents with 853,638 reactions. The reactants are [NH2:1][C@H:2]1[C:11]2[C:6](=[CH:7][CH:8]=[C:9]([N:12]3[CH2:17][CH2:16][O:15][CH2:14][CH2:13]3)[CH:10]=2)[N:5]([C:18](=[O:20])[CH3:19])[C@@H:4]([CH:21]2[CH2:23][CH2:22]2)[C@@H:3]1[CH3:24].CN(C1C(C2C(P(C3CCCCC3)C3CCCCC3)=CC=CC=2)=CC=CC=1)C.Cl[C:54]1[CH:59]=[N:58][C:57]([CH3:60])=[CH:56][N:55]=1.CC(C)([O-])C.[Na+]. The catalyst is O1CCOCC1.C1C=CC(/C=C/C(/C=C/C2C=CC=CC=2)=O)=CC=1.C1C=CC(/C=C/C(/C=C/C2C=CC=CC=2)=O)=CC=1.C1C=CC(/C=C/C(/C=C/C2C=CC=CC=2)=O)=CC=1.[Pd].[Pd]. The product is [CH:21]1([C@H:4]2[C@H:3]([CH3:24])[C@@H:2]([NH:1][C:54]3[CH:59]=[N:58][C:57]([CH3:60])=[CH:56][N:55]=3)[C:11]3[C:6](=[CH:7][CH:8]=[C:9]([N:12]4[CH2:13][CH2:14][O:15][CH2:16][CH2:17]4)[CH:10]=3)[N:5]2[C:18](=[O:20])[CH3:19])[CH2:23][CH2:22]1. The yield is 0.280.